This data is from Reaction yield outcomes from USPTO patents with 853,638 reactions. The task is: Predict the reaction yield, written as a fraction of the theoretical maximum amount of product (1.0 means a 100% yield; for example, 0.34 means a 34% yield). (1) The reactants are [F:1][C:2]1[CH:9]=[CH:8][C:5]([CH2:6][OH:7])=[CH:4][CH:3]=1.[H-].[Na+].Cl[C:13]1[CH:18]=[N:17][CH:16]=[C:15](Cl)[N:14]=1.[NH:20]1[CH2:25][CH2:24][NH:23][CH2:22][CH2:21]1.C([O-])([O-])=O.[K+].[K+]. The catalyst is C1COCC1. The product is [F:1][C:2]1[CH:9]=[CH:8][C:5]([CH2:6][O:7][C:13]2[CH:18]=[N:17][CH:16]=[C:15]([N:20]3[CH2:25][CH2:24][NH:23][CH2:22][CH2:21]3)[N:14]=2)=[CH:4][CH:3]=1. The yield is 0.460. (2) The reactants are [C:1]([OH:7])(=[O:6])[CH2:2][C:3]([OH:5])=[O:4].[Cl:8][C:9]1[CH:14]=[C:13]([Cl:15])[CH:12]=[C:11]([Cl:16])[C:10]=1O.P(Cl)(Cl)(Cl)=O. No catalyst specified. The product is [Cl:8][C:9]1[CH:14]=[C:13]([Cl:15])[CH:12]=[C:11]([Cl:16])[C:10]=1[O:4][C:3](=[O:5])[CH2:2][C:1]([O:7][C:10]1[C:9]([Cl:8])=[CH:14][C:13]([Cl:15])=[CH:12][C:11]=1[Cl:16])=[O:6]. The yield is 0.950. (3) The reactants are [CH3:1][S:2][C:3]1[CH:11]=[C:10]2[C:6]([CH:7]=[CH:8][NH:9]2)=[CH:5][CH:4]=1.[OH-].[Na+].[C:14]1([S:20](Cl)(=[O:22])=[O:21])[CH:19]=[CH:18][CH:17]=[CH:16][CH:15]=1. The catalyst is [N+](CCCC)(CCCC)(CCCC)CCCC.[O-]S(O)(=O)=O.ClCCl. The product is [CH3:1][S:2][C:3]1[CH:11]=[C:10]2[C:6]([CH:7]=[CH:8][N:9]2[S:20]([C:14]2[CH:19]=[CH:18][CH:17]=[CH:16][CH:15]=2)(=[O:22])=[O:21])=[CH:5][CH:4]=1. The yield is 0.592. (4) The reactants are COC1C=[C:5]([C:13](C)=[CH:14][C:15]#[N:16])C=C(OC)C=1OC.Cl[Si:19]([CH3:22])([CH3:21])[CH3:20].C[Si](C)(C)[N-][Si](C)(C)C.[Li+]. The catalyst is C1COCC1. The product is [CH3:20][Si:19]([CH3:22])([CH3:21])[CH2:5][CH:13]=[CH:14][C:15]#[N:16]. The yield is 0.520. (5) The reactants are [N:1]1[CH:6]=[CH:5][CH:4]=[C:3]2[CH2:7][N:8]([C:10]([O:12][C:13]([CH3:16])([CH3:15])[CH3:14])=[O:11])[CH2:9][C:2]=12.O. The catalyst is COCCO.[Pd]. The product is [NH:1]1[CH2:6][CH2:5][CH2:4][CH:3]2[CH2:7][N:8]([C:10]([O:12][C:13]([CH3:16])([CH3:15])[CH3:14])=[O:11])[CH2:9][CH:2]12. The yield is 0.650. (6) The reactants are [Br:1][C:2]1[CH:11]=[CH:10][C:9]2[C:4](=[CH:5][CH:6]=[CH:7][CH:8]=2)[CH:3]=1.[C:12](Cl)(=[O:14])[CH3:13].[Cl-].[Al+3].[Cl-].[Cl-]. The catalyst is [N+](C1C=CC=CC=1)([O-])=O. The product is [Br:1][C:2]1[CH:3]=[C:4]2[C:9](=[CH:10][CH:11]=1)[CH:8]=[C:7]([C:12](=[O:14])[CH3:13])[CH:6]=[CH:5]2. The yield is 0.420.